Predict which catalyst facilitates the given reaction. From a dataset of Catalyst prediction with 721,799 reactions and 888 catalyst types from USPTO. (1) Reactant: [Cl:1][C:2]1[C:3]2[N:10]([CH2:11][CH2:12][NH:13][C:14](=[O:20])[O:15][C:16]([CH3:19])([CH3:18])[CH3:17])[CH:9]=[CH:8][C:4]=2[N:5]=[CH:6][N:7]=1.[S:21]1[C:25]2[CH:26]=[C:27]([O:30][C:31]3[CH:37]=[CH:36][C:34]([NH2:35])=[CH:33][C:32]=3[Cl:38])[CH:28]=[CH:29][C:24]=2[CH:23]=[CH:22]1.C(O)(C)C. Product: [ClH:1].[S:21]1[C:25]2[CH:26]=[C:27]([O:30][C:31]3[CH:37]=[CH:36][C:34]([NH:35][C:2]4[C:3]5[N:10]([CH2:11][CH2:12][NH:13][C:14](=[O:20])[O:15][C:16]([CH3:19])([CH3:18])[CH3:17])[CH:9]=[CH:8][C:4]=5[N:5]=[CH:6][N:7]=4)=[CH:33][C:32]=3[Cl:38])[CH:28]=[CH:29][C:24]=2[CH:23]=[CH:22]1. The catalyst class is: 13. (2) Reactant: [I-].[CH3:2][S+](C)(C)=O.[H-].[Na+].[F:9][C:10]1[CH:15]=[CH:14][C:13](/[CH:16]=[CH:17]/[C:18]([O:20][CH2:21][CH3:22])=[O:19])=[CH:12][CH:11]=1.O. Product: [F:9][C:10]1[CH:11]=[CH:12][C:13]([C@@H:16]2[CH2:2][C@H:17]2[C:18]([O:20][CH2:21][CH3:22])=[O:19])=[CH:14][CH:15]=1. The catalyst class is: 16. (3) Reactant: [CH3:1][N:2]1[C:10]2[C:5](=[CH:6][C:7]([NH:11]C(=O)OC(C)(C)C)=[CH:8][CH:9]=2)[C:4]([C:19]2[NH:27][C:22]3=[N:23][CH:24]=[CH:25][CH:26]=[C:21]3[CH:20]=2)=[CH:3]1.FC(F)(F)C(O)=O. Product: [CH3:1][N:2]1[C:10]2[C:5](=[CH:6][C:7]([NH2:11])=[CH:8][CH:9]=2)[C:4]([C:19]2[NH:27][C:22]3=[N:23][CH:24]=[CH:25][CH:26]=[C:21]3[CH:20]=2)=[CH:3]1. The catalyst class is: 4. (4) Reactant: N(C(OCC)=O)=NC(OCC)=O.[F:13][C:14]([F:32])([F:31])[C:15]1[CH:16]=[C:17]([S:21]([N:24]2[CH2:29][CH2:28][CH:27]([OH:30])[CH2:26][CH2:25]2)(=[O:23])=[O:22])[CH:18]=[CH:19][CH:20]=1.O[N:34]1[C:42](=[O:43])[C:41]2[C:36](=[CH:37][CH:38]=[CH:39][CH:40]=2)[C:35]1=[O:44].C1(P(C2C=CC=CC=2)C2C=CC=CC=2)C=CC=CC=1. Product: [F:32][C:14]([F:13])([F:31])[C:15]1[CH:16]=[C:17]([S:21]([N:24]2[CH2:25][CH2:26][CH:27]([O:30][N:34]3[C:42](=[O:43])[C:41]4[C:36](=[CH:37][CH:38]=[CH:39][CH:40]=4)[C:35]3=[O:44])[CH2:28][CH2:29]2)(=[O:23])=[O:22])[CH:18]=[CH:19][CH:20]=1. The catalyst class is: 7. (5) Reactant: Br[C:2]1[CH:3]=[C:4]2[C:10]([C:11](=[O:21])[CH2:12][C:13]3[CH:18]=[CH:17][CH:16]=[C:15]([F:19])[C:14]=3[F:20])=[CH:9][NH:8][C:5]2=[N:6][CH:7]=1.[B:22]1([B:22]2[O:26][C:25]([CH3:28])([CH3:27])[C:24]([CH3:30])([CH3:29])[O:23]2)[O:26][C:25]([CH3:28])([CH3:27])[C:24]([CH3:30])([CH3:29])[O:23]1.CC([O-])=O.[K+]. The catalyst class is: 184. Product: [F:20][C:14]1[C:15]([F:19])=[CH:16][CH:17]=[CH:18][C:13]=1[CH2:12][C:11]([C:10]1[C:4]2[C:5](=[N:6][CH:7]=[C:2]([B:22]3[O:26][C:25]([CH3:28])([CH3:27])[C:24]([CH3:30])([CH3:29])[O:23]3)[CH:3]=2)[NH:8][CH:9]=1)=[O:21]. (6) Reactant: [N+:1]([C:4]1[CH:25]=[CH:24][C:7]([CH:8]=[CH:9][C:10]2[C:11]3[C:16]([N:17]=[C:18]4[C:23]=2[CH:22]=[CH:21][CH:20]=[CH:19]4)=[CH:15][CH:14]=[CH:13][CH:12]=3)=[CH:6][CH:5]=1)([O-])=O.[Sn](Cl)Cl. Product: [NH2:1][C:4]1[CH:25]=[CH:24][C:7]([CH:8]=[CH:9][C:10]2[C:23]3[C:18]([N:17]=[C:16]4[C:11]=2[CH:12]=[CH:13][CH:14]=[CH:15]4)=[CH:19][CH:20]=[CH:21][CH:22]=3)=[CH:6][CH:5]=1. The catalyst class is: 336. (7) Reactant: [CH:1]1([NH:4][C:5]2[N:13]=[C:12]([NH:14]C(=O)C(C)C)[N:11]=[C:10]3[C:6]=2[N:7]=[CH:8][N:9]3[C@@H:20]2[CH2:24][C@H:23]([CH2:25][OH:26])[CH:22]=[CH:21]2)[CH2:3][CH2:2]1.[OH-].[Na+]. Product: [CH:8]1[N:9]([C@H:20]2[CH:21]=[CH:22][C@@H:23]([CH2:25][OH:26])[CH2:24]2)[C:10]2[N:11]=[C:12]([NH2:14])[N:13]=[C:5]([NH:4][CH:1]3[CH2:2][CH2:3]3)[C:6]=2[N:7]=1. The catalyst class is: 32. (8) Reactant: [CH3:1][O:2][C:3]1[CH:4]=[CH:5][C:6]2[O:11][CH2:10][C:9](=[O:12])[N:8]([CH2:13][CH2:14][CH2:15][CH:16]3[CH2:21][CH2:20][NH:19][CH2:18][CH:17]3[C:22]([O:24][CH3:25])=[O:23])[C:7]=2[CH:26]=1.C([O-])([O-])=O.[K+].[K+].Cl[CH2:34]/[CH:35]=[CH:36]/[C:37]1[CH:42]=[C:41]([F:43])[CH:40]=[CH:39][C:38]=1[F:44].CO. Product: [F:44][C:38]1[CH:39]=[CH:40][C:41]([F:43])=[CH:42][C:37]=1/[CH:36]=[CH:35]/[CH2:34][N:19]1[CH2:20][CH2:21][C@H:16]([CH2:15][CH2:14][CH2:13][N:8]2[C:7]3[CH:26]=[C:3]([O:2][CH3:1])[CH:4]=[CH:5][C:6]=3[O:11][CH2:10][C:9]2=[O:12])[C@H:17]([C:22]([O:24][CH3:25])=[O:23])[CH2:18]1. The catalyst class is: 412.